This data is from Forward reaction prediction with 1.9M reactions from USPTO patents (1976-2016). The task is: Predict the product of the given reaction. (1) Given the reactants Cl[C:2]1[CH:3]=[CH:4][C:5]2[N:6]([C:8]([C@H:11]([O:13][C:14]3[C:15]4[O:23][CH:22]=[CH:21][C:16]=4[CH:17]=[N:18][C:19]=3[NH2:20])[CH3:12])=[N:9][N:10]=2)[N:7]=1.[CH3:24][N:25]1[CH:29]=[C:28](B2OC(C)(C)C(C)(C)O2)[CH:27]=[N:26]1.C(=O)([O-])[O-].[K+].[K+].O1CCOCC1, predict the reaction product. The product is: [CH3:24][N:25]1[CH:29]=[C:28]([C:2]2[CH:3]=[CH:4][C:5]3[N:6]([C:8]([C@H:11]([O:13][C:14]4[C:15]5[O:23][CH:22]=[CH:21][C:16]=5[CH:17]=[N:18][C:19]=4[NH2:20])[CH3:12])=[N:9][N:10]=3)[N:7]=2)[CH:27]=[N:26]1. (2) Given the reactants Cl[C:2]1[CH:7]=[C:6]([C:8]2[CH:13]=[CH:12][CH:11]=[C:10]([Cl:14])[C:9]=2[Cl:15])[N:5]=[C:4]([NH2:16])[N:3]=1.[NH2:17][CH2:18][CH2:19][CH2:20][CH2:21][NH:22][C:23](=[O:25])[CH3:24].C(N(CC)CC)C, predict the reaction product. The product is: [NH2:16][C:4]1[N:3]=[C:2]([NH:17][CH2:18][CH2:19][CH2:20][CH2:21][NH:22][C:23](=[O:25])[CH3:24])[CH:7]=[C:6]([C:8]2[CH:13]=[CH:12][CH:11]=[C:10]([Cl:14])[C:9]=2[Cl:15])[N:5]=1.